From a dataset of Catalyst prediction with 721,799 reactions and 888 catalyst types from USPTO. Predict which catalyst facilitates the given reaction. (1) Reactant: [O:1]1[C:3]2([CH2:8][CH2:7][N:6]([C:9]([O:11][C:12]([CH3:15])([CH3:14])[CH3:13])=[O:10])[CH2:5][CH2:4]2)[CH2:2]1.[CH:16]1([NH2:19])[CH2:18][CH2:17]1. Product: [CH:16]1([NH:19][CH2:2][C:3]2([OH:1])[CH2:8][CH2:7][N:6]([C:9]([O:11][C:12]([CH3:15])([CH3:14])[CH3:13])=[O:10])[CH2:5][CH2:4]2)[CH2:18][CH2:17]1. The catalyst class is: 8. (2) The catalyst class is: 779. Product: [OH:23][C:7]1[C:8]2[S:14][C:13]([C:15]3[CH:16]=[CH:17][C:18]([O:21][CH3:22])=[CH:19][CH:20]=3)=[N:12][C:9]=2[CH:10]=[N:11][C:6]=1[C:4]([NH:24][CH2:25][C:26]([OH:28])=[O:27])=[O:5]. Reactant: C(O[C:4]([C:6]1[N:11]=[CH:10][C:9]2[N:12]=[C:13]([C:15]3[CH:20]=[CH:19][C:18]([O:21][CH3:22])=[CH:17][CH:16]=3)[S:14][C:8]=2[C:7]=1[OH:23])=[O:5])C.[NH2:24][CH2:25][C:26]([OH:28])=[O:27]. (3) Reactant: [CH3:1][C:2]1[O:6][N:5]=[C:4]([C:7]2[CH:12]=[CH:11][CH:10]=[CH:9][CH:8]=2)[C:3]=1[CH2:13][O:14][C:15]1[N:20]=[N:19][C:18]([NH2:21])=[CH:17][CH:16]=1.C(N(CC)CC)C.Cl[CH2:30][CH2:31][CH2:32][C:33](Cl)=[O:34]. Product: [CH3:1][C:2]1[O:6][N:5]=[C:4]([C:7]2[CH:8]=[CH:9][CH:10]=[CH:11][CH:12]=2)[C:3]=1[CH2:13][O:14][C:15]1[N:20]=[N:19][C:18]([N:21]2[CH2:30][CH2:31][CH2:32][C:33]2=[O:34])=[CH:17][CH:16]=1. The catalyst class is: 1.